From a dataset of hERG potassium channel inhibition data for cardiac toxicity prediction from Karim et al.. Regression/Classification. Given a drug SMILES string, predict its toxicity properties. Task type varies by dataset: regression for continuous values (e.g., LD50, hERG inhibition percentage) or binary classification for toxic/non-toxic outcomes (e.g., AMES mutagenicity, cardiotoxicity, hepatotoxicity). Dataset: herg_karim. (1) The molecule is COc1ccc(NC(=O)N2CCNC[C@@H]2COc2cccnc2)cc1. The result is 0 (non-blocker). (2) The compound is O=C(C=Cc1ccc2c(c1)CN(S(=O)(=O)c1cccnc1)C2)NO. The result is 0 (non-blocker). (3) The compound is [NH3+][C@H]1CN(c2ccc3nc(=O)ccn3n2)CC[C@@H]1c1cc(F)c(F)cc1F. The result is 0 (non-blocker). (4) The compound is COC(=O)C1(CNC(=O)c2cc(OC)cc(OC)c2)CCN(Cc2cccc(OC)c2)CC1. The result is 1 (blocker).